From a dataset of Forward reaction prediction with 1.9M reactions from USPTO patents (1976-2016). Predict the product of the given reaction. (1) Given the reactants [CH2:1]([OH:8])[C:2]1[CH:7]=[CH:6][CH:5]=[CH:4][CH:3]=1.[H-].[Na+].[Cl:11][C:12]1[CH:17]=[C:16]([C:18]([OH:20])=[O:19])[CH:15]=[C:14](Cl)[N:13]=1.Cl, predict the reaction product. The product is: [Cl:11][C:12]1[CH:17]=[C:16]([C:18]([OH:20])=[O:19])[CH:15]=[C:14]([O:8][CH2:1][C:2]2[CH:7]=[CH:6][CH:5]=[CH:4][CH:3]=2)[N:13]=1. (2) Given the reactants [NH2:1][C@H:2]1[CH2:7][CH2:6][CH2:5][CH2:4][C@H:3]1[NH:8][C:9]1[N:14]=[C:13]([NH:15][C:16]2[CH:21]=[CH:20][C:19](C3ON=CC=3)=[CH:18][CH:17]=2)[C:12]([C:27]([NH2:29])=[O:28])=[CH:11][N:10]=1.[N:30]1(C2C=CC(N)=CC=2)[CH:34]=[CH:33][CH:32]=[CH:31]1, predict the reaction product. The product is: [N:30]1([C:19]2[CH:18]=[CH:17][C:16]([NH:15][C:13]3[C:12]([C:27]([NH2:29])=[O:28])=[CH:11][N:10]=[C:9]([NH:8][C@@H:3]4[CH2:4][CH2:5][CH2:6][CH2:7][C@@H:2]4[NH2:1])[N:14]=3)=[CH:21][CH:20]=2)[CH:34]=[CH:33][CH:32]=[CH:31]1. (3) Given the reactants Br[C:2]1[N:3]([CH2:13][CH2:14][CH2:15][C:16]#[CH:17])[C:4]2[C:9]([N:10]=1)=[C:8]([NH2:11])[N:7]=[C:6]([NH2:12])[N:5]=2.[I:18][C:19]1[CH:24]=[CH:23][C:22]([O:25][CH3:26])=[CH:21][C:20]=1[SH:27].CC([O-])(C)C.[K+], predict the reaction product. The product is: [I:18][C:19]1[CH:24]=[CH:23][C:22]([O:25][CH3:26])=[CH:21][C:20]=1[S:27][C:2]1[N:3]([CH2:13][CH2:14][CH2:15][C:16]#[CH:17])[C:4]2[C:9]([N:10]=1)=[C:8]([NH2:11])[N:7]=[C:6]([NH2:12])[N:5]=2. (4) Given the reactants [C:1]([NH2:6])(=O)[CH:2]([CH3:4])[CH3:3].COC1C=CC(P2(SP(C3C=CC(OC)=CC=3)(=S)S2)=[S:16])=CC=1.[CH3:29][O:30][C:31](=[O:38])[CH:32](Cl)[C:33](=O)[CH2:34][CH3:35], predict the reaction product. The product is: [CH3:29][O:30][C:31]([C:32]1[S:16][C:1]([CH:2]([CH3:4])[CH3:3])=[N:6][C:33]=1[CH2:34][CH3:35])=[O:38]. (5) Given the reactants [C:1]([C:3]1[CH:15]=[CH:14][C:6]2[CH:7]([CH2:10][C:11](O)=[O:12])[O:8][CH2:9][C:5]=2[CH:4]=1)#[N:2].C(N(C(C)C)CC)(C)C.ClC(OCC)=O.[BH4-].[Na+], predict the reaction product. The product is: [OH:12][CH2:11][CH2:10][CH:7]1[C:6]2[CH:14]=[CH:15][C:3]([C:1]#[N:2])=[CH:4][C:5]=2[CH2:9][O:8]1.